The task is: Predict the reactants needed to synthesize the given product.. This data is from Full USPTO retrosynthesis dataset with 1.9M reactions from patents (1976-2016). (1) Given the product [CH2:7]([S:6][CH2:5][C@H:4]([NH:14][C:15]([C:17]1[CH:22]=[C:21]([CH3:23])[N:20]=[C:19]([N:24]2[CH2:25][CH2:26][CH:27]([C:30]3[CH:35]=[CH:34][CH:33]=[CH:32][CH:31]=3)[CH2:28][CH2:29]2)[N:18]=1)=[O:16])[C:3]([OH:36])=[O:2])[C:8]1[CH:13]=[CH:12][CH:11]=[CH:10][CH:9]=1, predict the reactants needed to synthesize it. The reactants are: C[O:2][C:3](=[O:36])[C@@H:4]([NH:14][C:15]([C:17]1[CH:22]=[C:21]([CH3:23])[N:20]=[C:19]([N:24]2[CH2:29][CH2:28][CH:27]([C:30]3[CH:35]=[CH:34][CH:33]=[CH:32][CH:31]=3)[CH2:26][CH2:25]2)[N:18]=1)=[O:16])[CH2:5][S:6][CH2:7][C:8]1[CH:13]=[CH:12][CH:11]=[CH:10][CH:9]=1.CO.[OH-].[Li+]. (2) Given the product [C:1]([O:5][C:6](=[O:34])[NH:7][C@@H:8]1[CH2:17][C@H:11]2[CH2:12][N:13](/[C:15](=[N:36]/[OH:37])/[NH2:16])[CH2:14][C@@:10]2([C:18]([N:20]2[CH2:29][CH2:28][C:27]3[N:26]=[CH:25][C:24]([C:30]([F:32])([F:33])[F:31])=[CH:23][C:22]=3[CH2:21]2)=[O:19])[CH2:9]1)([CH3:4])([CH3:2])[CH3:3], predict the reactants needed to synthesize it. The reactants are: [C:1]([O:5][C:6](=[O:34])[NH:7][C@@H:8]1[CH2:17][C@H:11]2[CH2:12][N:13]([C:15]#[N:16])[CH2:14][C@@:10]2([C:18]([N:20]2[CH2:29][CH2:28][C:27]3[N:26]=[CH:25][C:24]([C:30]([F:33])([F:32])[F:31])=[CH:23][C:22]=3[CH2:21]2)=[O:19])[CH2:9]1)([CH3:4])([CH3:3])[CH3:2].Cl.[NH2:36][OH:37]. (3) Given the product [F:36][C:20]1[C:21]([N:23]2[C:28](=[O:29])[CH:27]=[C:26]([C:30]([F:32])([F:31])[F:33])[N:25]([CH3:34])[C:24]2=[O:35])=[CH:22][C:17]([O:9][C:5]2[CH:6]=[CH:7][CH:8]=[C:3]([O:2][CH3:1])[CH:4]=2)=[C:18]([N+:37]([O-:39])=[O:38])[CH:19]=1, predict the reactants needed to synthesize it. The reactants are: [CH3:1][O:2][C:3]1[CH:4]=[C:5]([OH:9])[CH:6]=[CH:7][CH:8]=1.C(=O)([O-])[O-].[K+].[K+].F[C:17]1[CH:22]=[C:21]([N:23]2[C:28](=[O:29])[CH:27]=[C:26]([C:30]([F:33])([F:32])[F:31])[N:25]([CH3:34])[C:24]2=[O:35])[C:20]([F:36])=[CH:19][C:18]=1[N+:37]([O-:39])=[O:38].Cl. (4) The reactants are: [CH:1]1([Mg]Br)[CH2:3][CH2:2]1.[F:6][C:7]([F:17])([F:16])[C:8]1[CH:15]=[CH:14][C:11]([CH:12]=[O:13])=[CH:10][CH:9]=1.O.C(OCC)(=O)C. Given the product [CH:1]1([CH:12]([C:11]2[CH:10]=[CH:9][C:8]([C:7]([F:6])([F:16])[F:17])=[CH:15][CH:14]=2)[OH:13])[CH2:3][CH2:2]1, predict the reactants needed to synthesize it. (5) Given the product [O:1]([C:8]1[CH:13]=[CH:12][C:11]([NH:14][C:15](=[S:27])[CH3:16])=[CH:10][CH:9]=1)[C:2]1[CH:7]=[CH:6][CH:5]=[CH:4][CH:3]=1, predict the reactants needed to synthesize it. The reactants are: [O:1]([C:8]1[CH:13]=[CH:12][C:11]([NH:14][C:15](=O)[CH3:16])=[CH:10][CH:9]=1)[C:2]1[CH:7]=[CH:6][CH:5]=[CH:4][CH:3]=1.COC1C=CC(P2(SP(C3C=CC(OC)=CC=3)(=S)S2)=[S:27])=CC=1. (6) Given the product [CH:3]1([C:4]([N:6]2[CH2:7][CH2:8][CH:9]([C:12]3[CH:13]=[CH:14][C:15]([NH:18][C:19]4[N:24]=[C:23]([NH:25][CH:26]5[CH2:28][CH2:27]5)[C:22]([C:29]([NH2:31])=[O:30])=[CH:21][N:20]=4)=[CH:16][CH:17]=3)[CH2:10][CH2:11]2)=[O:5])[CH2:1][CH2:32]1, predict the reactants needed to synthesize it. The reactants are: [C:1]([CH2:3][C:4]([N:6]1[CH2:11][CH2:10][CH:9]([C:12]2[CH:17]=[CH:16][C:15]([NH:18][C:19]3[N:24]=[C:23]([NH:25][CH:26]4[CH2:28][CH2:27]4)[C:22]([C:29]([NH2:31])=[O:30])=[CH:21][N:20]=3)=[CH:14][CH:13]=2)[CH2:8][CH2:7]1)=[O:5])#N.[CH:32]1(C(O)=O)CC1.